Dataset: Full USPTO retrosynthesis dataset with 1.9M reactions from patents (1976-2016). Task: Predict the reactants needed to synthesize the given product. Given the product [F:20][C:21]1[CH:22]=[C:23]([NH:24][CH:2]([C:14]2[CH:19]=[CH:18][CH:17]=[CH:16][CH:15]=2)[C:3]([C:5]2[C:13]3[C:8](=[CH:9][CH:10]=[CH:11][CH:12]=3)[NH:7][CH:6]=2)=[O:4])[CH:25]=[CH:26][C:27]=1[F:28], predict the reactants needed to synthesize it. The reactants are: Cl[CH:2]([C:14]1[CH:19]=[CH:18][CH:17]=[CH:16][CH:15]=1)[C:3]([C:5]1[C:13]2[C:8](=[CH:9][CH:10]=[CH:11][CH:12]=2)[NH:7][CH:6]=1)=[O:4].[F:20][C:21]1[CH:22]=[C:23]([CH:25]=[CH:26][C:27]=1[F:28])[NH2:24].CCN(C(C)C)C(C)C.